Dataset: NCI-60 drug combinations with 297,098 pairs across 59 cell lines. Task: Regression. Given two drug SMILES strings and cell line genomic features, predict the synergy score measuring deviation from expected non-interaction effect. (1) Drug 1: CC(CN1CC(=O)NC(=O)C1)N2CC(=O)NC(=O)C2. Drug 2: CCN(CC)CCCC(C)NC1=C2C=C(C=CC2=NC3=C1C=CC(=C3)Cl)OC. Cell line: SW-620. Synergy scores: CSS=70.9, Synergy_ZIP=2.23, Synergy_Bliss=5.91, Synergy_Loewe=6.68, Synergy_HSA=8.09. (2) Drug 1: C1=CC(=CC=C1CC(C(=O)O)N)N(CCCl)CCCl.Cl. Drug 2: B(C(CC(C)C)NC(=O)C(CC1=CC=CC=C1)NC(=O)C2=NC=CN=C2)(O)O. Cell line: SF-539. Synergy scores: CSS=16.7, Synergy_ZIP=-5.26, Synergy_Bliss=-1.96, Synergy_Loewe=-3.06, Synergy_HSA=-3.50.